Task: Predict the reaction yield, written as a fraction of the theoretical maximum amount of product (1.0 means a 100% yield; for example, 0.34 means a 34% yield).. Dataset: Reaction yield outcomes from USPTO patents with 853,638 reactions (1) The reactants are Cl[CH2:2][C:3]1[CH:8]=[CH:7][CH:6]=[C:5]([F:9])[CH:4]=1.[C:10]([O:14][C:15](=[O:26])[NH:16][CH2:17][CH2:18][C:19]1[CH:24]=[CH:23][CH:22]=[C:21]([OH:25])[CH:20]=1)([CH3:13])([CH3:12])[CH3:11].C([O-])([O-])=O.[K+].[K+].[I-].[K+]. The catalyst is CN(C)C=O. The product is [C:10]([O:14][C:15](=[O:26])[NH:16][CH2:17][CH2:18][C:19]1[CH:24]=[CH:23][CH:22]=[C:21]([O:25][CH2:2][C:3]2[CH:8]=[CH:7][CH:6]=[C:5]([F:9])[CH:4]=2)[CH:20]=1)([CH3:13])([CH3:11])[CH3:12]. The yield is 0.860. (2) The reactants are [C:1]([O:5][C:6](=[O:26])[NH:7][C:8]1[S:9][C:10]2[CH:16]=[C:15]([CH2:17]O)[CH:14]=[C:13]([C:19]3[CH:24]=[CH:23][CH:22]=[C:21]([Cl:25])[CH:20]=3)[C:11]=2[N:12]=1)([CH3:4])([CH3:3])[CH3:2].C1C=CC(P(C2C=CC=CC=2)C2C=CC=CC=2)=CC=1.C1C(=O)N([Br:53])C(=O)C1. The catalyst is C(Cl)Cl. The product is [C:1]([O:5][C:6](=[O:26])[NH:7][C:8]1[S:9][C:10]2[CH:16]=[C:15]([CH2:17][Br:53])[CH:14]=[C:13]([C:19]3[CH:24]=[CH:23][CH:22]=[C:21]([Cl:25])[CH:20]=3)[C:11]=2[N:12]=1)([CH3:4])([CH3:3])[CH3:2]. The yield is 0.730. (3) The reactants are [CH2:1]([C:3]([C:26]1[CH:31]=[CH:30][C:29](B2OC(C)(C)C(C)(C)O2)=[C:28]([CH3:41])[CH:27]=1)([C:6]1[CH:11]=[CH:10][C:9]([C:12]#[C:13][C:14]2([O:20][Si:21]([CH3:24])([CH3:23])[CH3:22])[CH2:19][CH2:18][CH2:17][CH2:16][CH2:15]2)=[C:8]([CH3:25])[CH:7]=1)[CH2:4][CH3:5])[CH3:2].[CH3:42][O:43][C:44](=[O:53])[CH2:45][C:46]1[CH:47]=[N:48][CH:49]=[C:50](Br)[CH:51]=1.P([O-])([O-])([O-])=O.[K+].[K+].[K+]. The catalyst is CN(C)C=O. The product is [CH3:42][O:43][C:44](=[O:53])[CH2:45][C:46]1[CH:47]=[N:48][CH:49]=[C:50]([C:29]2[CH:30]=[CH:31][C:26]([C:3]([CH2:4][CH3:5])([C:6]3[CH:11]=[CH:10][C:9]([C:12]#[C:13][C:14]4([O:20][Si:21]([CH3:23])([CH3:24])[CH3:22])[CH2:19][CH2:18][CH2:17][CH2:16][CH2:15]4)=[C:8]([CH3:25])[CH:7]=3)[CH2:1][CH3:2])=[CH:27][C:28]=2[CH3:41])[CH:51]=1. The yield is 0.620. (4) The reactants are [C:1]1([CH2:9][OH:10])[CH:6]=[CH:5][CH:4]=[C:3]([CH2:7][OH:8])[CH:2]=1.C(N(CC)CC)C.[C:18]([Si:22]([CH3:25])([CH3:24])Cl)([CH3:21])([CH3:20])[CH3:19].N. The catalyst is ClCCl. The product is [Si:22]([O:8][CH2:7][C:3]1[CH:2]=[C:1]([CH2:9][OH:10])[CH:6]=[CH:5][CH:4]=1)([C:18]([CH3:21])([CH3:20])[CH3:19])([CH3:25])[CH3:24]. The yield is 0.450. (5) The reactants are [CH2:1]([C:5]1[N:6]=[C:7]2[CH:34]=[CH:33][CH:32]=[CH:31][N:8]2[C:9](=[O:30])[C:10]=1[C:11]1[CH:16]=[CH:15][C:14]([NH:17][CH:18]2[CH2:22][CH2:21][N:20](C(OC(C)(C)C)=O)[CH2:19]2)=[CH:13][CH:12]=1)[CH2:2][CH2:3][CH3:4].[ClH:35]. The catalyst is O1CCOCC1. The product is [ClH:35].[CH2:1]([C:5]1[N:6]=[C:7]2[CH:34]=[CH:33][CH:32]=[CH:31][N:8]2[C:9](=[O:30])[C:10]=1[C:11]1[CH:12]=[CH:13][C:14]([NH:17][CH:18]2[CH2:22][CH2:21][NH:20][CH2:19]2)=[CH:15][CH:16]=1)[CH2:2][CH2:3][CH3:4]. The yield is 0.780. (6) The reactants are [NH2:1][C:2]1[C:3]([Br:12])=[C:4]([CH:9]=[CH:10][CH:11]=1)[C:5]([O:7][CH3:8])=[O:6].[C:13]1(=O)[CH2:17][CH2:16][CH2:15][CH2:14]1.C(O)(=O)C.C([BH3-])#N.[Na+]. The catalyst is CO. The product is [Br:12][C:3]1[C:2]([NH:1][CH:13]2[CH2:17][CH2:16][CH2:15][CH2:14]2)=[CH:11][CH:10]=[CH:9][C:4]=1[C:5]([O:7][CH3:8])=[O:6]. The yield is 0.360.